From a dataset of Forward reaction prediction with 1.9M reactions from USPTO patents (1976-2016). Predict the product of the given reaction. (1) Given the reactants [Cl:1][C:2]1[CH:7]=[CH:6][C:5]([C:8]2[C:9](=[O:18])[NH:10][C:11]3([CH2:17][CH2:16][CH2:15][CH2:14][CH2:13]3)[CH:12]=2)=[CH:4][CH:3]=1.[H-].[Na+].Br[CH2:22][C:23]([NH:25][C:26]1[CH:31]=[C:30]([F:32])[CH:29]=[C:28]([F:33])[CH:27]=1)=[O:24], predict the reaction product. The product is: [Cl:1][C:2]1[CH:3]=[CH:4][C:5]([C:8]2[C:9](=[O:18])[N:10]([CH2:22][C:23]([NH:25][C:26]3[CH:27]=[C:28]([F:33])[CH:29]=[C:30]([F:32])[CH:31]=3)=[O:24])[C:11]3([CH2:17][CH2:16][CH2:15][CH2:14][CH2:13]3)[CH:12]=2)=[CH:6][CH:7]=1. (2) The product is: [CH3:22][C:20]1([CH3:23])[O:19][C@H:18]2[O:24][C@H:15]([C@@H:13]([OH:14])[CH2:12][O:11][CH3:25])[CH2:16][C@H:17]2[O:21]1. Given the reactants CC1C=CC(S([O:11][CH2:12][C@H:13]([C@H:15]2[O:24][C@@H:18]3[O:19][C:20]([CH3:23])([CH3:22])[O:21][C@@H:17]3[CH2:16]2)[OH:14])(=O)=O)=CC=1.[C:25]([O-])([O-])=O.[K+].[K+], predict the reaction product.